From a dataset of PAMPA (Parallel Artificial Membrane Permeability Assay) permeability data from NCATS. Regression/Classification. Given a drug SMILES string, predict its absorption, distribution, metabolism, or excretion properties. Task type varies by dataset: regression for continuous measurements (e.g., permeability, clearance, half-life) or binary classification for categorical outcomes (e.g., BBB penetration, CYP inhibition). Dataset: pampa_ncats. (1) The result is 1 (high permeability). The molecule is CC1=CC(=C(N1C2=CC=C(C=C2)C#N)C)C3=NN=C4N3CCCCC4. (2) The compound is COC1=CC=CC(=C1O)CNC2=CC=C(C=C2)S(=O)(=O)NC3=NC4=CC=CC=C4S3. The result is 1 (high permeability). (3) The molecule is C1CN(CCN1C2=CC=CC=C2)S(=O)(=O)C3=CN=C(N=C3)N. The result is 1 (high permeability). (4) The drug is C1=CC=C2C(=C1)C(=NC(=N2)C3=CC=NC=C3)NC4=CC(=C(C=C4)C5=CC(=CC=C5)F)F. The result is 1 (high permeability). (5) The molecule is CC[C@@]1(C2=C(COC1=O)C(=O)N3CC4=C5[C@H](CCC6=C5C(=CC(=C6C)F)N=C4C3=C2)N)O. The result is 1 (high permeability). (6) The drug is C=CCC1=CC(=C(C=C1)O)C2=CC(=C(C=C2)O)CC=C. The result is 1 (high permeability). (7) The molecule is COC1=C(C=C(C=C1)Cl)NC(=O)C2=C(C3=CC4=C(C5CCN4CC5)N=C3S2)N. The result is 1 (high permeability). (8) The molecule is CC1=C(C=C(C=C1)C(=O)NC2=CC(=C(C=C2)CN3CCN(CC3)C)C(F)(F)F)C#CC4=CN=C5N4N=CC=C5. The result is 1 (high permeability).